Dataset: Forward reaction prediction with 1.9M reactions from USPTO patents (1976-2016). Task: Predict the product of the given reaction. (1) Given the reactants [C:1]([C:5]1[CH:10]=[CH:9][C:8]([NH:11][CH:12]([C:14]2[CH:27]=[CH:26][C:17]([C:18]([NH:20][C:21]3[N:22]=[N:23][NH:24][N:25]=3)=[O:19])=[CH:16][CH:15]=2)[CH3:13])=[CH:7][CH:6]=1)([CH3:4])([CH3:3])[CH3:2].[F:28][C:29]([F:41])([F:40])[O:30][C:31]1[CH:36]=[CH:35][C:34]([N:37]=[C:38]=[O:39])=[CH:33][CH:32]=1, predict the reaction product. The product is: [C:1]([C:5]1[CH:6]=[CH:7][C:8]([N:11]([CH:12]([C:14]2[CH:27]=[CH:26][C:17]([C:18]([NH:20][C:21]3[N:22]=[N:23][NH:24][N:25]=3)=[O:19])=[CH:16][CH:15]=2)[CH3:13])[C:38]([NH:37][C:34]2[CH:35]=[CH:36][C:31]([O:30][C:29]([F:28])([F:40])[F:41])=[CH:32][CH:33]=2)=[O:39])=[CH:9][CH:10]=1)([CH3:2])([CH3:3])[CH3:4]. (2) Given the reactants [C@H:1]12[CH2:7][C@H:4]([NH:5][CH2:6]1)[CH2:3][N:2]2[C:8]([O:10][C:11]([CH3:14])([CH3:13])[CH3:12])=[O:9].[Br:15][C:16]1[CH:17]=[N:18][CH:19]=[C:20](Br)[CH:21]=1, predict the reaction product. The product is: [Br:15][C:16]1[CH:21]=[C:20]([N:5]2[CH2:6][C@@H:1]3[CH2:7][C@H:4]2[CH2:3][N:2]3[C:8]([O:10][C:11]([CH3:14])([CH3:13])[CH3:12])=[O:9])[CH:19]=[N:18][CH:17]=1.